Dataset: Reaction yield outcomes from USPTO patents with 853,638 reactions. Task: Predict the reaction yield, written as a fraction of the theoretical maximum amount of product (1.0 means a 100% yield; for example, 0.34 means a 34% yield). (1) The reactants are [NH2:1][C:2]1[CH:7]=[CH:6][C:5]([CH2:8][CH2:9][N:10]([CH2:40][C:41]2[CH:46]=[CH:45][CH:44]=[CH:43][CH:42]=2)[CH2:11][C@@H:12]([C:21]2[CH:30]=[CH:29][C:28]([O:31][CH2:32][C:33]3[CH:38]=[CH:37][CH:36]=[CH:35][CH:34]=3)=[C:27]3[C:22]=2[CH:23]=[CH:24][C:25](=[O:39])[NH:26]3)[O:13][Si:14]([C:17]([CH3:20])([CH3:19])[CH3:18])([CH3:16])[CH3:15])=[CH:4][CH:3]=1.[C:47]1([C:78]2[CH:83]=[CH:82][CH:81]=[CH:80][CH:79]=2)[CH:52]=[CH:51][CH:50]=[CH:49][C:48]=1[NH:53][C:54]([O:56][CH:57]1[CH2:62][CH2:61][N:60]([CH2:63][CH2:64][C:65](CNC2C=C(C=CC=2)C(O)=O)=[O:66])[CH2:59][CH2:58]1)=[O:55].ON1[C:89]2[N:90]=[CH:91][CH:92]=[CH:93][C:88]=2N=N1.C(N([CH2:101][CH3:102])C(C)C)(C)C.CCN=C=NCCCN(C)C.Cl.[C:115](=O)(O)[O-:116].[Na+]. The catalyst is C(Cl)Cl. The product is [CH2:40]([N:10]([CH2:11][C@@H:12]([C:21]1[CH:30]=[CH:29][C:28]([O:31][CH2:32][C:33]2[CH:38]=[CH:37][CH:36]=[CH:35][CH:34]=2)=[C:27]2[C:22]=1[CH:23]=[CH:24][C:25](=[O:39])[NH:26]2)[O:13][Si:14]([C:17]([CH3:20])([CH3:18])[CH3:19])([CH3:16])[CH3:15])[CH2:9][CH2:8][C:5]1[CH:4]=[CH:3][C:2]([NH:1][C:115]([C:92]2[CH:93]=[C:88]([CH2:89][NH:90][C:65]([CH2:64][CH2:63][N:60]3[CH2:59][CH2:58][CH:57]([O:56][C:54](=[O:55])[NH:53][C:48]4[CH:49]=[CH:50][CH:51]=[CH:52][C:47]=4[C:78]4[CH:79]=[CH:80][CH:81]=[CH:82][CH:83]=4)[CH2:62][CH2:61]3)=[O:66])[CH:101]=[CH:102][CH:91]=2)=[O:116])=[CH:7][CH:6]=1)[C:41]1[CH:42]=[CH:43][CH:44]=[CH:45][CH:46]=1. The yield is 0.770. (2) No catalyst specified. The yield is 0.880. The product is [C:1]([NH:4][C@@H:5]1[C:10](=[O:11])[O:12][C:7](=[O:9])[CH2:6]1)(=[O:3])[CH3:2]. The reactants are [C:1]([NH:4][C@H:5]([C:10]([OH:12])=[O:11])[CH2:6][C:7]([OH:9])=O)(=[O:3])[CH3:2].C(OC(=O)C)(=O)C. (3) The reactants are O=[C:2]([CH2:6][C:7]1[CH:12]=[CH:11][CH:10]=[CH:9][CH:8]=1)[CH2:3][C:4]#[N:5].N1C=CC=CC=1.Cl.[NH2:20][OH:21]. The catalyst is C(O)C.C(OCC)(=O)C.[OH-].[Na+]. The product is [CH2:6]([C:2]1[CH:3]=[C:4]([NH2:5])[O:21][N:20]=1)[C:7]1[CH:12]=[CH:11][CH:10]=[CH:9][CH:8]=1. The yield is 0.930.